Dataset: Catalyst prediction with 721,799 reactions and 888 catalyst types from USPTO. Task: Predict which catalyst facilitates the given reaction. (1) Product: [ClH:1].[CH3:25][C:24]1[C:17]2[C:16]([N:13]3[CH2:14][CH2:15][CH:10]([NH2:6])[CH2:11][CH2:12]3)=[N:21][CH:20]=[N:19][C:18]=2[NH:22][CH:23]=1. Reactant: [ClH:1].CC([N:6]([CH:10]1[CH2:15][CH2:14][N:13]([C:16]2[C:17]3[C:24]([CH3:25])=[CH:23][NH:22][C:18]=3[N:19]=[CH:20][N:21]=2)[CH2:12][CH2:11]1)C(=O)[O-])(C)C. The catalyst class is: 12. (2) Reactant: COC(=O)[C:4]1[CH:9]=[C:8]([C:10]([F:13])([F:12])[F:11])[CH:7]=[C:6](C)[C:5]=1[N:15](C(OC(C)(C)C)=O)[CH2:16][CH2:17][CH2:18][C:19]([O:21]C)=O.CC(C)([O-])C.[K+].C(O)(=O)C.O. Product: [F:13][C:10]([F:11])([F:12])[C:8]1[CH:9]=[CH:4][C:5]2[NH:15][CH2:16][CH2:17][CH2:18][C:19](=[O:21])[C:6]=2[CH:7]=1. The catalyst class is: 451. (3) Reactant: [NH2:1][C:2]([CH3:27])([CH3:26])[C@H:3]([NH:8][C:9](=[O:25])[C:10]1[CH:15]=[CH:14][C:13]([C:16]#[C:17][C:18]#[C:19][CH:20]([O:23][CH3:24])[CH2:21][OH:22])=[CH:12][CH:11]=1)[C:4](OC)=[O:5].[NH2:28][OH:29].O. Product: [NH2:1][C:2]([CH3:27])([CH3:26])[C@H:3]([NH:8][C:9](=[O:25])[C:10]1[CH:15]=[CH:14][C:13]([C:16]#[C:17][C:18]#[C:19][CH:20]([O:23][CH3:24])[CH2:21][OH:22])=[CH:12][CH:11]=1)[C:4]([NH:28][OH:29])=[O:5]. The catalyst class is: 41.